This data is from Experimentally validated miRNA-target interactions with 360,000+ pairs, plus equal number of negative samples. The task is: Binary Classification. Given a miRNA mature sequence and a target amino acid sequence, predict their likelihood of interaction. (1) The miRNA is mmu-miR-3082-3p with sequence CACAUGGCACUCAACUCUGCAG. The protein sequence of the target gene is MNQADKNQEIPSYLSDEPPEGSMKDHPQQQPGMLSRVTGGIFSVTKGAVGATIGGVAWIGGKSLEVTKTAVTTVPSMGIGLVKGGVSAVAGGVTAVGSAVVNKVPLSGKKKDKSD. Result: 0 (no interaction). (2) The miRNA is hsa-miR-4799-5p with sequence AUCUAAAUGCAGCAUGCCAGUC. The protein sequence of the target gene is MPGMMEKGPELLGKSRSANGGAKSPAGGGGSSANGGLHFSEPESGCSSDDEHGDVGMRVGAEYQARIPEFDPGATKYTDKDNGGMLVWSPYHSIPDAKLDEYIAIAKEKHGYNVEQALGMLFWHKHNIEKSLADLPNFTPFPDEWTVEDKVLFEQAFSFHGKSFHRIQQMLPDKTIASLVKYYYSWKKTRSRTSLMDRQARKLANRHNQGDSDDDVEEAHPMDGNDSDYDPKKEAKREGNADQPVQTSKIGLGRREYQSLQHRHHSQRSKCRPPKGMYLTQEDVVAVSCSPNAANTILRQ.... Result: 0 (no interaction). (3) The miRNA is hsa-miR-653-5p with sequence GUGUUGAAACAAUCUCUACUG. The protein sequence of the target gene is MRVLVGGGTGFIGTALTQLLNARGHEVTLVSRKPGPGRITWDELAASGLPSCDAAVNLAGENILNPLRRWNETFQKEVIGSRLETTQLLAKAITKAPQPPKAWVLVTGVAYYQPSLTAEYDEDSPGGDFDFFSNLVTKWEAAARLPGDSTRQVVVRSGVVLGRGGGAMGHMLLPFRLGLGGPIGSGHQFFPWIHIGDLAGILTHALEANHVHGVLNGVAPSSATNAEFAQTLGAALGRRAFIPLPSAVVQAVFGRQRAIMLLEGQKVIPQRTLATGYQYSFPELGAALKEIVA. Result: 0 (no interaction). (4) The miRNA is mmu-miR-1192 with sequence AAACAAACAAACAGACCAAAUU. The protein sequence of the target gene is MGRRRGVELYRAPFPLYALRIDPKTGLLIAAGGGGAAKTGIKNGVHFLQLELINGCLSASLLHSHDTETRATMNLALAGDILAAGQDAQCQLLRFQVHQQKGSKAEKSGSKEQGPRQRKGAPPAEKKSGAQVHPEGVELKVKNLEAVQTDFSNEPLQKVVCFNHDNTLLATGGTDGHVRVWKVPSLEKVLEFKAHEGEIGDLTLGPDGKLVTVGWDFKASVWQKDQLVTQLQWQENGPASSNTPYRYQACRFGQVPDQLGGLRLFTVQIPHKRLRQPPPCYLTAWDSSTFLPLRTRSCGH.... Result: 1 (interaction).